Dataset: Reaction yield outcomes from USPTO patents with 853,638 reactions. Task: Predict the reaction yield, written as a fraction of the theoretical maximum amount of product (1.0 means a 100% yield; for example, 0.34 means a 34% yield). The reactants are [CH3:1][C:2]1[CH:7]=[CH:6][C:5]([S:8]([O:11][CH2:12][C@@H:13]2[O:18][C:17]3[C:19]([CH:24]=[CH:25][CH3:26])=[C:20]([NH2:23])[CH:21]=[CH:22][C:16]=3[O:15][CH2:14]2)(=[O:10])=[O:9])=[CH:4][CH:3]=1.Cl[C:28]([O:30][CH2:31][C:32]1[CH:37]=[CH:36][CH:35]=[CH:34][CH:33]=1)=[O:29].C(N(CC)C(C)C)(C)C. The catalyst is C(OCC)(=O)C. The product is [CH3:1][C:2]1[CH:7]=[CH:6][C:5]([S:8]([O:11][CH2:12][CH:13]2[O:18][C:17]3[C:19]([CH:24]=[CH:25][CH3:26])=[C:20]([NH:23][C:28]([O:30][CH2:31][C:32]4[CH:37]=[CH:36][CH:35]=[CH:34][CH:33]=4)=[O:29])[CH:21]=[CH:22][C:16]=3[O:15][CH2:14]2)(=[O:10])=[O:9])=[CH:4][CH:3]=1. The yield is 0.790.